Dataset: Forward reaction prediction with 1.9M reactions from USPTO patents (1976-2016). Task: Predict the product of the given reaction. (1) The product is: [CH3:8][O:7][CH:3]([O:2][CH3:1])[C:12]1[CH:10]=[CH:9][N:22]=[C:21]([NH2:23])[N:20]=1. Given the reactants [CH3:1][O:2][CH:3]([O:7][CH3:8])N(C)C.[CH3:9][C:10]([CH:12](OC)OC)=O.[OH-].[Na+].Cl.[NH2:20][C:21]([NH2:23])=[NH:22], predict the reaction product. (2) Given the reactants [F:1][C:2]([F:28])([F:27])[C:3]1[CH:22]=[C:21]([C:23]([F:26])([F:25])[F:24])[CH:20]=[CH:19][C:4]=1[CH2:5][O:6][C:7]1[CH:16]=[CH:15][C:14]([CH:17]=O)=[CH:13][C:8]=1[C:9]([O:11][CH3:12])=[O:10].[CH3:29][NH:30][C:31]1[CH2:35][S:34][C:33](=[O:36])[N:32]=1.CC(C)([O-])C.[K+], predict the reaction product. The product is: [F:1][C:2]([F:27])([F:28])[C:3]1[CH:22]=[C:21]([C:23]([F:26])([F:25])[F:24])[CH:20]=[CH:19][C:4]=1[CH2:5][O:6][C:7]1[CH:16]=[CH:15][C:14](/[CH:17]=[C:35]2/[C:31]([NH:30][CH3:29])=[N:32][C:33](=[O:36])[S:34]/2)=[CH:13][C:8]=1[C:9]([O:11][CH3:12])=[O:10].